This data is from Full USPTO retrosynthesis dataset with 1.9M reactions from patents (1976-2016). The task is: Predict the reactants needed to synthesize the given product. (1) The reactants are: [OH-].[Na+].[CH3:3][O:4][C:5]1[CH:22]=[CH:21][C:8]([CH2:9][O:10][C:11]2[CH:12]=[CH:13][CH:14]=[C:15]3[C:19]=2[C:18](=[O:20])[CH2:17][CH2:16]3)=[CH:7][CH:6]=1.[CH:23](=O)[C:24]1[CH:29]=[CH:28][CH:27]=[CH:26][CH:25]=1. Given the product [CH:23](=[C:17]1[CH2:16][C:15]2[C:19](=[C:11]([O:10][CH2:9][C:8]3[CH:7]=[CH:6][C:5]([O:4][CH3:3])=[CH:22][CH:21]=3)[CH:12]=[CH:13][CH:14]=2)[C:18]1=[O:20])[C:24]1[CH:29]=[CH:28][CH:27]=[CH:26][CH:25]=1, predict the reactants needed to synthesize it. (2) Given the product [Cl:11][C:10]1[C:3]2[C:2]([NH:23][CH:21]([C:18]3[CH:19]=[CH:20][C:15]([CH:12]([CH3:14])[CH3:13])=[CH:16][CH:17]=3)[CH3:22])=[N:7][CH:6]=[N:5][C:4]=2[S:8][CH:9]=1, predict the reactants needed to synthesize it. The reactants are: Cl[C:2]1[C:3]2[C:10]([Cl:11])=[CH:9][S:8][C:4]=2[N:5]=[CH:6][N:7]=1.[CH:12]([C:15]1[CH:20]=[CH:19][C:18]([CH:21]([NH2:23])[CH3:22])=[CH:17][CH:16]=1)([CH3:14])[CH3:13].C(N(CC)CC)C. (3) Given the product [CH:11]([C:2]1[CH:3]=[CH:4][CH:5]=[C:6]2[C:10]=1[CH2:9][CH:8]=[CH:7]2)([CH3:13])[CH3:12], predict the reactants needed to synthesize it. The reactants are: Br[C:2]1[CH:3]=[CH:4][CH:5]=[C:6]2[C:10]=1[CH2:9][CH:8]=[CH:7]2.[CH:11]([Mg]Br)([CH3:13])[CH3:12].[Cl-].[NH4+]. (4) Given the product [Cl:1][C:2]1[CH:9]=[CH:8][CH:7]=[CH:6][C:3]=1[CH2:4][NH:5][C:42](=[O:43])[C:41]1[CH:45]=[CH:46][CH:47]=[CH:48][C:40]=1[CH2:39][N:20]1[C:21]2[C:26](=[CH:25][CH:24]=[CH:23][CH:22]=2)[C:27]2([CH2:31][O:30][C:29]3[CH:32]=[C:33]4[C:37](=[CH:38][C:28]2=3)[CH2:36][CH2:35][O:34]4)[C:19]1=[O:18], predict the reactants needed to synthesize it. The reactants are: [Cl:1][C:2]1[CH:9]=[CH:8][CH:7]=[CH:6][C:3]=1[CH2:4][NH2:5].C1(CN)CCCCC1.[O:18]=[C:19]1[C:27]2([CH2:31][O:30][C:29]3[CH:32]=[C:33]4[C:37](=[CH:38][C:28]2=3)[CH2:36][CH2:35][O:34]4)[C:26]2[C:21](=[CH:22][CH:23]=[CH:24][CH:25]=2)[N:20]1[CH2:39][C:40]1[CH:48]=[CH:47][CH:46]=[CH:45][C:41]=1[C:42](O)=[O:43].O=C1C2(COC3C=C4C(=CC2=3)CCO4)C2C(=CC=CC=2)N1CC1C=C(C=CC=1)C(O)=O.